This data is from Forward reaction prediction with 1.9M reactions from USPTO patents (1976-2016). The task is: Predict the product of the given reaction. (1) Given the reactants [NH2:1][C:2]1[C:10]2[C:5](=[C:6]([C:24]3[CH:29]=[CH:28][N:27]=[C:26](CO)[CH:25]=3)[N:7]=[CH:8][C:9]=2[C:11]2[CH:16]=[CH:15][C:14]([O:17][C:18]3[CH:23]=[CH:22][CH:21]=[CH:20][CH:19]=3)=[CH:13][CH:12]=2)[NH:4][N:3]=1.CCN(CC)CC.S(Cl)(C1C=CC(C)=CC=1)(=O)=O.Cl[CH2:51][Cl:52], predict the reaction product. The product is: [Cl:52][CH2:51][C:28]1[CH:29]=[C:24]([C:6]2[N:7]=[CH:8][C:9]([C:11]3[CH:12]=[CH:13][C:14]([O:17][C:18]4[CH:23]=[CH:22][CH:21]=[CH:20][CH:19]=4)=[CH:15][CH:16]=3)=[C:10]3[C:2]([NH2:1])=[N:3][NH:4][C:5]=23)[CH:25]=[CH:26][N:27]=1. (2) Given the reactants [N:1]1([C:7]([N:9]2[CH2:14][CH:13]([C:15]3[CH:20]=[CH:19][C:18]([O:21][C:22]([F:25])([F:24])[F:23])=[CH:17][CH:16]=3)[CH2:12][CH:11]([C:26]([OH:28])=O)[CH2:10]2)=[O:8])[CH2:6][CH2:5][O:4][CH2:3][CH2:2]1.O[NH:30][C:31](=[NH:35])[CH2:32][CH2:33][CH3:34], predict the reaction product. The product is: [N:1]1([C:7]([N:9]2[CH2:14][CH:13]([C:15]3[CH:16]=[CH:17][C:18]([O:21][C:22]([F:23])([F:24])[F:25])=[CH:19][CH:20]=3)[CH2:12][CH:11]([C:26]3[O:28][N:35]=[C:31]([CH2:32][CH2:33][CH3:34])[N:30]=3)[CH2:10]2)=[O:8])[CH2:2][CH2:3][O:4][CH2:5][CH2:6]1. (3) Given the reactants [C:1]([N:5]1[C:9]([C:10]2[S:11][CH:12]=[CH:13][CH:14]=2)=[CH:8][C:7]([CH2:15][CH2:16][CH:17]=O)=[N:6]1)([CH3:4])([CH3:3])[CH3:2].[Cl:19][C:20]1[CH:21]=[C:22]([N:27]2[CH2:32][CH2:31][NH:30][CH2:29][CH2:28]2)[CH:23]=[CH:24][C:25]=1[Cl:26].CCN(C(C)C)C(C)C.[BH-](OC(C)=O)(OC(C)=O)OC(C)=O.[Na+], predict the reaction product. The product is: [C:1]([N:5]1[C:9]([C:10]2[S:11][CH:12]=[CH:13][CH:14]=2)=[CH:8][C:7]([CH2:15][CH2:16][CH2:17][N:30]2[CH2:29][CH2:28][N:27]([C:22]3[CH:23]=[CH:24][C:25]([Cl:26])=[C:20]([Cl:19])[CH:21]=3)[CH2:32][CH2:31]2)=[N:6]1)([CH3:4])([CH3:3])[CH3:2]. (4) Given the reactants Br[C:2]1[CH:7]=[CH:6][C:5]([CH2:8][O:9][C:10]2[CH:15]=[CH:14][CH:13]=[CH:12][CH:11]=2)=[CH:4][C:3]=1[N+:16]([O-:18])=[O:17].[SH:19][C:20]1[CH:25]=[CH:24][C:23]([OH:26])=[CH:22][CH:21]=1.C(=O)([O-])[O-].[K+].[K+], predict the reaction product. The product is: [N+:16]([C:3]1[CH:4]=[C:5]([CH2:8][O:9][C:10]2[CH:15]=[CH:14][CH:13]=[CH:12][CH:11]=2)[CH:6]=[CH:7][C:2]=1[S:19][C:20]1[CH:25]=[CH:24][C:23]([OH:26])=[CH:22][CH:21]=1)([O-:18])=[O:17]. (5) Given the reactants C([N:8]1[C:12]2[CH:13]=[CH:14][C:15]([NH2:17])=[CH:16][C:11]=2[N:10]=[CH:9]1)(OC(C)(C)C)=O.[F:18][C:19]1[CH:26]=[C:25]([F:27])[C:24]([F:28])=[CH:23][C:20]=1[CH2:21]Br.C([O-])([O-])=O.[K+].[K+], predict the reaction product. The product is: [F:18][C:19]1[CH:26]=[C:25]([F:27])[C:24]([F:28])=[CH:23][C:20]=1[CH2:21][N:17]([CH2:21][C:20]1[CH:23]=[C:24]([F:28])[C:25]([F:27])=[CH:26][C:19]=1[F:18])[C:15]1[CH:14]=[CH:13][C:12]2[NH:8][CH:9]=[N:10][C:11]=2[CH:16]=1.